From a dataset of Reaction yield outcomes from USPTO patents with 853,638 reactions. Predict the reaction yield, written as a fraction of the theoretical maximum amount of product (1.0 means a 100% yield; for example, 0.34 means a 34% yield). (1) The reactants are [NH2:1][C:2]1[CH:7]=[CH:6][C:5]([Br:8])=[CH:4][C:3]=1[C:9]([C:11]1[CH:16]=[CH:15][N:14]=[CH:13][CH:12]=1)=O.C(O)=O.[CH:20]([NH2:22])=O. No catalyst specified. The product is [Br:8][C:5]1[CH:4]=[C:3]2[C:2](=[CH:7][CH:6]=1)[N:1]=[CH:20][N:22]=[C:9]2[C:11]1[CH:16]=[CH:15][N:14]=[CH:13][CH:12]=1. The yield is 0.810. (2) The reactants are [Br:1][C:2]1[CH:10]=[CH:9][CH:8]=[C:7]2[C:3]=1[CH:4]=[CH:5][NH:6]2.[C:11]1([SH:17])[CH:16]=[CH:15][CH:14]=[CH:13][CH:12]=1.[I-].[K+].II. The catalyst is C(O)C.O. The product is [Br:1][C:2]1[CH:10]=[CH:9][CH:8]=[C:7]2[C:3]=1[C:4]([S:17][C:11]1[CH:16]=[CH:15][CH:14]=[CH:13][CH:12]=1)=[CH:5][NH:6]2. The yield is 0.995.